From a dataset of Reaction yield outcomes from USPTO patents with 853,638 reactions. Predict the reaction yield, written as a fraction of the theoretical maximum amount of product (1.0 means a 100% yield; for example, 0.34 means a 34% yield). (1) The reactants are [Cl:1][C:2]1[C:3]([NH:17][C:18]2C=[CH:24][CH:23]=[CH:22][C:19]=2C#N)=[CH:4][C:5]([NH:8][C:9]2[N:13]([CH2:14][CH3:15])[N:12]=[C:11]([CH3:16])[CH:10]=2)=[N:6][CH:7]=1.[OH-].[Na+].[C:28]([O:31]CC)(=[O:30])[CH3:29]. The catalyst is O1CCOCC1. The product is [Cl:1][C:2]1[C:3]([NH:17][C:18]2[CH:19]=[CH:22][CH:23]=[CH:24][C:29]=2[C:28]([OH:31])=[O:30])=[CH:4][C:5]([NH:8][C:9]2[N:13]([CH2:14][CH3:15])[N:12]=[C:11]([CH3:16])[CH:10]=2)=[N:6][CH:7]=1. The yield is 0.661. (2) The reactants are [CH3:1][CH:2]1[O:7][C:6]2[CH:8]=[CH:9][CH:10]=[CH:11][C:5]=2[NH:4][CH2:3]1.[Br:12][CH2:13][CH2:14][CH2:15]Br. No catalyst specified. The product is [CH3:1][CH:2]1[O:7][C:6]2[CH:8]=[CH:9][CH:10]=[CH:11][C:5]=2[N:4]([CH2:15][CH2:14][CH2:13][Br:12])[CH2:3]1. The yield is 0.480.